Regression. Given a peptide amino acid sequence and an MHC pseudo amino acid sequence, predict their binding affinity value. This is MHC class I binding data. From a dataset of Peptide-MHC class I binding affinity with 185,985 pairs from IEDB/IMGT. The peptide sequence is VTRPLRTMV. The MHC is HLA-A26:01 with pseudo-sequence HLA-A26:01. The binding affinity (normalized) is 0.0847.